This data is from Full USPTO retrosynthesis dataset with 1.9M reactions from patents (1976-2016). The task is: Predict the reactants needed to synthesize the given product. (1) Given the product [CH3:29][N:2]([CH3:1])[C:3]1[C:12]2[C:7](=[CH:8][CH:9]=[CH:10][CH:11]=2)[C:6]([CH2:13][CH2:14][C:15](=[O:28])[CH2:16][C:17](=[O:27])[CH2:18][CH2:19][C:20]2[CH:25]=[CH:24][C:23]([OH:26])=[CH:22][CH:21]=2)=[CH:5][CH:4]=1, predict the reactants needed to synthesize it. The reactants are: [CH3:1][N:2]([CH3:29])[C:3]1[C:12]2[C:7](=[CH:8][CH:9]=[CH:10][CH:11]=2)[C:6](/[CH:13]=[CH:14]/[C:15](=[O:28])[CH2:16][C:17](=[O:27])/[CH:18]=[CH:19]/[C:20]2[CH:25]=[CH:24][C:23]([OH:26])=[CH:22][CH:21]=2)=[CH:5][CH:4]=1.CN(C)C1C=CC(/C=C/C(=O)CC(=O)/C=C/C2C=CC(O)=C(OC)C=2)=CC=1. (2) The reactants are: Cl[C:2]1[N:7]=[C:6]([C:8]2[S:12][C:11]([C:13]([CH3:16])([CH3:15])[CH3:14])=[N:10][C:9]=2[C:17]2[C:18]([F:36])=[C:19]([NH:24][S:25]([C:28]3[C:33]([F:34])=[CH:32][CH:31]=[CH:30][C:29]=3[F:35])(=[O:27])=[O:26])[CH:20]=[CH:21][C:22]=2[F:23])[CH:5]=[CH:4][N:3]=1.[NH4+:37].[OH-]. Given the product [NH2:37][C:2]1[N:7]=[C:6]([C:8]2[S:12][C:11]([C:13]([CH3:16])([CH3:15])[CH3:14])=[N:10][C:9]=2[C:17]2[C:18]([F:36])=[C:19]([NH:24][S:25]([C:28]3[C:33]([F:34])=[CH:32][CH:31]=[CH:30][C:29]=3[F:35])(=[O:27])=[O:26])[CH:20]=[CH:21][C:22]=2[F:23])[CH:5]=[CH:4][N:3]=1, predict the reactants needed to synthesize it. (3) Given the product [F:1][C:2]1[CH:12]=[CH:11][C:10]([I:18])=[CH:9][C:3]=1[C:4]([O:6][CH2:7][CH3:8])=[O:5], predict the reactants needed to synthesize it. The reactants are: [F:1][C:2]1[CH:12]=[CH:11][C:10](N)=[CH:9][C:3]=1[C:4]([O:6][CH2:7][CH3:8])=[O:5].N([O-])=O.[Na+].[I-:18].[K+]. (4) Given the product [CH2:1]([O:8][CH2:9][CH2:10][CH2:11][C@H:12]1[CH2:16][CH2:15][NH:14][CH2:13]1)[C:2]1[CH:7]=[CH:6][CH:5]=[CH:4][CH:3]=1, predict the reactants needed to synthesize it. The reactants are: [CH2:1]([O:8][CH2:9][CH2:10][CH2:11][C@H:12]1[CH2:16][CH2:15][N:14](C(OC(C)(C)C)=O)[CH2:13]1)[C:2]1[CH:7]=[CH:6][CH:5]=[CH:4][CH:3]=1.C(O)(C(F)(F)F)=O. (5) Given the product [CH3:1][O:2][C:3]([N:5]1[C@@H:13]2[C@@H:8]([CH2:9][CH2:10][CH2:11][CH2:12]2)[CH:7]=[C:6]1[C:14]([O:16][CH3:17])=[O:15])=[O:4], predict the reactants needed to synthesize it. The reactants are: [CH3:1][O:2][C:3]([N:5]1[C@@H:13]2[C@@H:8]([CH2:9][CH2:10][CH2:11][CH2:12]2)[CH2:7][C:6]1(SC1C=CC=CC=1)[C:14]([O:16][CH3:17])=[O:15])=[O:4].ClC1C=CC=C(C(OO)=O)C=1.C(=O)(O)[O-].[Na+].